From a dataset of NCI-60 drug combinations with 297,098 pairs across 59 cell lines. Regression. Given two drug SMILES strings and cell line genomic features, predict the synergy score measuring deviation from expected non-interaction effect. (1) Drug 1: CCC1(CC2CC(C3=C(CCN(C2)C1)C4=CC=CC=C4N3)(C5=C(C=C6C(=C5)C78CCN9C7C(C=CC9)(C(C(C8N6C=O)(C(=O)OC)O)OC(=O)C)CC)OC)C(=O)OC)O.OS(=O)(=O)O. Drug 2: CCC1(C2=C(COC1=O)C(=O)N3CC4=CC5=C(C=CC(=C5CN(C)C)O)N=C4C3=C2)O.Cl. Cell line: 786-0. Synergy scores: CSS=11.8, Synergy_ZIP=-0.387, Synergy_Bliss=-1.35, Synergy_Loewe=-30.2, Synergy_HSA=-4.58. (2) Drug 1: CN(C(=O)NC(C=O)C(C(C(CO)O)O)O)N=O. Drug 2: C1CNP(=O)(OC1)N(CCCl)CCCl. Cell line: HOP-62. Synergy scores: CSS=-3.49, Synergy_ZIP=1.40, Synergy_Bliss=3.99, Synergy_Loewe=-4.42, Synergy_HSA=-2.57.